From a dataset of NCI-60 drug combinations with 297,098 pairs across 59 cell lines. Regression. Given two drug SMILES strings and cell line genomic features, predict the synergy score measuring deviation from expected non-interaction effect. (1) Drug 1: C1=CC=C(C(=C1)C(C2=CC=C(C=C2)Cl)C(Cl)Cl)Cl. Drug 2: COC1=C2C(=CC3=C1OC=C3)C=CC(=O)O2. Cell line: 786-0. Synergy scores: CSS=0.840, Synergy_ZIP=-1.55, Synergy_Bliss=-2.87, Synergy_Loewe=-2.39, Synergy_HSA=-2.74. (2) Drug 1: CNC(=O)C1=CC=CC=C1SC2=CC3=C(C=C2)C(=NN3)C=CC4=CC=CC=N4. Drug 2: CN1C2=C(C=C(C=C2)N(CCCl)CCCl)N=C1CCCC(=O)O.Cl. Cell line: MDA-MB-435. Synergy scores: CSS=-1.38, Synergy_ZIP=0.674, Synergy_Bliss=5.60, Synergy_Loewe=-4.97, Synergy_HSA=2.13. (3) Drug 1: CC1=C(C=C(C=C1)NC2=NC=CC(=N2)N(C)C3=CC4=NN(C(=C4C=C3)C)C)S(=O)(=O)N.Cl. Drug 2: CC1CCCC2(C(O2)CC(NC(=O)CC(C(C(=O)C(C1O)C)(C)C)O)C(=CC3=CSC(=N3)C)C)C. Cell line: SF-539. Synergy scores: CSS=7.24, Synergy_ZIP=-2.22, Synergy_Bliss=-2.11, Synergy_Loewe=-0.504, Synergy_HSA=-0.142. (4) Drug 1: CC1OCC2C(O1)C(C(C(O2)OC3C4COC(=O)C4C(C5=CC6=C(C=C35)OCO6)C7=CC(=C(C(=C7)OC)O)OC)O)O. Drug 2: CC1=C(C(=CC=C1)Cl)NC(=O)C2=CN=C(S2)NC3=CC(=NC(=N3)C)N4CCN(CC4)CCO. Cell line: OVCAR-5. Synergy scores: CSS=34.1, Synergy_ZIP=-0.425, Synergy_Bliss=8.79, Synergy_Loewe=2.33, Synergy_HSA=6.86.